Dataset: Catalyst prediction with 721,799 reactions and 888 catalyst types from USPTO. Task: Predict which catalyst facilitates the given reaction. (1) Reactant: ClC(Cl)(O[C:5](=[O:11])OC(Cl)(Cl)Cl)Cl.[F:13][C:14]([F:32])([F:31])[C:15]1[CH:20]=[CH:19][C:18]([C@@H:21]2[C:30]3[C:25](=[CH:26][CH:27]=[CH:28][CH:29]=3)[CH2:24][CH2:23][NH:22]2)=[CH:17][CH:16]=1.C([N:36]([CH:39]([CH3:41])[CH3:40])CC)(C)C.C1(N)CC1. Product: [CH:39]1([NH:36][C:5]([N:22]2[CH2:23][CH2:24][C:25]3[C:30](=[CH:29][CH:28]=[CH:27][CH:26]=3)[C@H:21]2[C:18]2[CH:17]=[CH:16][C:15]([C:14]([F:13])([F:31])[F:32])=[CH:20][CH:19]=2)=[O:11])[CH2:41][CH2:40]1. The catalyst class is: 34. (2) Reactant: C([O:3][C:4]([CH2:6][CH2:7][CH2:8][CH2:9][O:10][C:11]1[CH:12]=[C:13]([C:38]2[CH:43]=[CH:42][CH:41]=[CH:40][CH:39]=2)[CH:14]=[CH:15][C:16]=1[CH2:17][NH:18][C:19]1[N:20]([C:30]2[N:31]=[CH:32][N:33]=[C:34]([NH2:37])[C:35]=2[N:36]=1)[C@@H:21]1[O:29][C@H:26]([CH2:27][OH:28])[C@@H:24]([OH:25])[C@H:22]1[OH:23])=[O:5])C.[OH-].[Na+]. Product: [C:4]([CH2:6][CH2:7][CH2:8][CH2:9][O:10][C:11]1[CH:12]=[C:13]([C:38]2[CH:43]=[CH:42][CH:41]=[CH:40][CH:39]=2)[CH:14]=[CH:15][C:16]=1[CH2:17][NH:18][C:19]1[N:20]([C:30]2[N:31]=[CH:32][N:33]=[C:34]([NH2:37])[C:35]=2[N:36]=1)[C@@H:21]1[O:29][C@H:26]([CH2:27][OH:28])[C@@H:24]([OH:25])[C@H:22]1[OH:23])([OH:5])=[O:3]. The catalyst class is: 5.